Regression. Given two drug SMILES strings and cell line genomic features, predict the synergy score measuring deviation from expected non-interaction effect. From a dataset of NCI-60 drug combinations with 297,098 pairs across 59 cell lines. Drug 1: CC1=C(C=C(C=C1)NC(=O)C2=CC=C(C=C2)CN3CCN(CC3)C)NC4=NC=CC(=N4)C5=CN=CC=C5. Drug 2: C1=CN(C=N1)CC(O)(P(=O)(O)O)P(=O)(O)O. Cell line: MCF7. Synergy scores: CSS=0.626, Synergy_ZIP=0.755, Synergy_Bliss=0.631, Synergy_Loewe=-2.66, Synergy_HSA=-1.99.